Predict the reactants needed to synthesize the given product. From a dataset of Full USPTO retrosynthesis dataset with 1.9M reactions from patents (1976-2016). (1) Given the product [C:32]([O:36][C:37]([N:39]1[CH2:44][CH2:43][CH:42]([CH2:45][O:46][C:56]2[C:57]3[C:52](=[CH:51][CH:50]=[C:49]([O:48][CH3:47])[CH:58]=3)[CH:53]=[CH:54][CH:55]=2)[CH2:41][CH2:40]1)=[O:38])([CH3:35])([CH3:34])[CH3:33], predict the reactants needed to synthesize it. The reactants are: CCOC(/N=N/C(OCC)=O)=O.C1(P(C2C=CC=CC=2)C2C=CC=CC=2)C=CC=CC=1.[C:32]([O:36][C:37]([N:39]1[CH2:44][CH2:43][CH:42]([CH2:45][OH:46])[CH2:41][CH2:40]1)=[O:38])([CH3:35])([CH3:34])[CH3:33].[CH3:47][O:48][C:49]1[CH:58]=[C:57]2[C:52]([CH:53]=[CH:54][CH:55]=[C:56]2O)=[CH:51][CH:50]=1. (2) Given the product [C:1]([O:5][C:6](=[O:25])[N:7]([CH3:8])[CH2:9][CH2:10][CH2:11][C:12]1[NH:13][C:14]2[CH:19]=[CH:18][CH:17]=[C:16]([N+:20]([O-:22])=[O:21])[C:15]=2[N:23]=1)([CH3:4])([CH3:3])[CH3:2], predict the reactants needed to synthesize it. The reactants are: [C:1]([O:5][C:6](=[O:25])[N:7]([CH2:9][CH2:10][CH2:11][C:12](=O)[NH:13][C:14]1[CH:19]=[CH:18][CH:17]=[C:16]([N+:20]([O-:22])=[O:21])[C:15]=1[NH2:23])[CH3:8])([CH3:4])([CH3:3])[CH3:2]. (3) Given the product [CH2:24]([NH:1][C:2]1[CH:22]=[CH:21][C:5]([CH2:6][N:7]2[C:11]3=[N:12][C:13]([C:16]([O:18][CH3:19])=[O:17])=[CH:14][CH:15]=[C:10]3[N:9]=[C:8]2[CH3:20])=[C:4]([Cl:23])[CH:3]=1)[C:25]1[CH:30]=[CH:29][CH:28]=[CH:27][CH:26]=1, predict the reactants needed to synthesize it. The reactants are: [NH2:1][C:2]1[CH:22]=[CH:21][C:5]([CH2:6][N:7]2[C:11]3=[N:12][C:13]([C:16]([O:18][CH3:19])=[O:17])=[CH:14][CH:15]=[C:10]3[N:9]=[C:8]2[CH3:20])=[C:4]([Cl:23])[CH:3]=1.[CH:24](=O)[C:25]1[CH:30]=[CH:29][CH:28]=[CH:27][CH:26]=1.C([BH3-])#N.[Na+].C(=O)([O-])O.[Na+]. (4) Given the product [CH:1]1(/[CH:7]=[CH:9]/[CH2:15][CH2:14][C:13]([OH:21])=[O:20])[CH2:2][CH2:3][CH2:4][CH2:5][CH2:6]1, predict the reactants needed to synthesize it. The reactants are: [CH:1]1([CH:7]=O)[CH2:6][CH2:5][CH2:4][CH2:3][CH2:2]1.[CH:9]([Mg]Br)=C.[C:13]([O:21]CC)(=[O:20])[CH2:14][C:15](OCC)=O.[OH-].[K+]. (5) Given the product [CH3:1][CH:2]1[CH:23]2[O:24][CH:25]3[C:60]([CH3:63])([CH2:61][CH2:62][CH:22]2[O:21][CH:5]2[CH2:6][C:7]4([CH3:20])[O:13][CH:12]5[C:14]([CH3:19])=[CH:15][C:16]([O:18][CH:11]5[CH2:10][CH:8]4[O:9][CH:4]2[CH2:3]1)=[O:17])[O:59][C:28]1([CH3:64])[CH2:29][CH:30]2[O:38][CH:37]4[CH2:39][CH:40]5[O:46][C:45]6([CH3:57])[CH:47]([OH:56])[CH2:48][CH:49]([CH2:51][C:52]([CH2:54][OH:55])=[CH2:53])[O:50][CH:44]6[CH2:43][CH:41]5[O:42][CH:36]4[CH:35]=[CH:34][CH2:33][C:31]2([CH3:58])[O:32][CH:27]1[CH2:26]3, predict the reactants needed to synthesize it. The reactants are: [CH3:1][C@H:2]1[C@H:23]2[O:24][C@@H:25]3[C@@:60]([CH3:63])([CH2:61][CH2:62][C@@H:22]2[O:21][C@@H:5]2[CH2:6][C@:7]4([CH3:20])[O:13][C@@H:12]5[C:14]([CH3:19])=[CH:15][C:16]([O:18][C@H:11]5[CH2:10][C@H:8]4[O:9][C@H:4]2[CH2:3]1)=[O:17])[O:59][C@@:28]1([CH3:64])[CH2:29][C@H:30]2[O:38][C@H:37]4[CH2:39][C@H:40]5[O:46][C@@:45]6([CH3:57])[C@@H:47]([OH:56])[CH2:48][C@@H:49]([CH2:51][C:52]([CH:54]=[O:55])=[CH2:53])[O:50][C@@H:44]6[CH2:43][C@@H:41]5[O:42][C@@H:36]4[CH:35]=[CH:34][CH2:33][C@:31]2([CH3:58])[O:32][C@@H:27]1[CH2:26]3.[Cl-].[Ce+3].[Cl-].[Cl-].[Na]. (6) Given the product [OH:6][CH:7]1[CH2:8][CH2:9][CH:10]([N:13]2[CH2:14][CH:15]([NH:17][C:18](=[O:34])[CH2:19][NH:20][C:21]3[C:25]4[CH:26]=[C:27]([C:30]([F:32])([F:33])[F:31])[CH:28]=[CH:29][C:24]=4[O:23][N:22]=3)[CH2:16]2)[CH2:11][CH2:12]1, predict the reactants needed to synthesize it. The reactants are: C([Si](C)(C)[O:6][CH:7]1[CH2:12][CH2:11][CH:10]([N:13]2[CH2:16][CH:15]([NH:17][C:18](=[O:34])[CH2:19][NH:20][C:21]3[C:25]4[CH:26]=[C:27]([C:30]([F:33])([F:32])[F:31])[CH:28]=[CH:29][C:24]=4[O:23][N:22]=3)[CH2:14]2)[CH2:9][CH2:8]1)(C)(C)C.Cl.